This data is from Full USPTO retrosynthesis dataset with 1.9M reactions from patents (1976-2016). The task is: Predict the reactants needed to synthesize the given product. (1) Given the product [CH2:39]([O:38][C:35](=[O:37])[CH2:36][CH:1]([C:4]1[CH:14]=[CH:13][C:7]([C:8]([O:10][CH2:11][CH3:12])=[O:9])=[CH:6][CH:5]=1)[CH3:2])[CH3:40], predict the reactants needed to synthesize it. The reactants are: [C:1]([C:4]1[CH:14]=[CH:13][C:7]([C:8]([O:10][CH2:11][CH3:12])=[O:9])=[CH:6][CH:5]=1)(=O)[CH3:2].C(OP(CC(OCC)=O)(OCC)=O)C.C(O[K])(C)(C)C.[C:35]([O:38][CH2:39][CH3:40])(=[O:37])[CH3:36]. (2) The reactants are: [NH2:1][C:2]1[CH:3]=[C:4]([C:8]2[NH:26][C:11]3=[N:12][CH:13]=[C:14]([NH:16][C:17](=[O:25])[C:18]4[CH:23]=[CH:22][CH:21]=[CH:20][C:19]=4[Cl:24])[CH:15]=[C:10]3[N:9]=2)[CH:5]=[CH:6][CH:7]=1.[C:27](Cl)(=[O:29])[CH3:28]. Given the product [C:27]([NH:1][C:2]1[CH:3]=[C:4]([C:8]2[NH:26][C:11]3=[N:12][CH:13]=[C:14]([NH:16][C:17](=[O:25])[C:18]4[CH:23]=[CH:22][CH:21]=[CH:20][C:19]=4[Cl:24])[CH:15]=[C:10]3[N:9]=2)[CH:5]=[CH:6][CH:7]=1)(=[O:29])[CH3:28], predict the reactants needed to synthesize it.